Dataset: Human Reference Interactome with 51,813 positive PPI pairs across 8,248 proteins, plus equal number of experimentally-validated negative pairs. Task: Binary Classification. Given two protein amino acid sequences, predict whether they physically interact or not. (1) Protein 1 (ENSG00000169800) has sequence MVEADHPGKLFIGGLNRETNEKMLKAVFGKHGPISEVLLIKDRTSKSRGFAFITFENPADAKNAAKDMNGTSLHGKAIKVEQAKKPSFQSGGRRRPPASSRNRSPSGSLRSARGSSGGTRGWLPSHEGHLDDGGYTPDLKMSYSRGLIPVKRGPSSRSGGPPPKKSAPSAVARSNSWMGSQGPMSQRRENYGVPPRRATISSWRNDRMSTRHDGYATNDGNHPSCQETRDYAPPSRGYAYRDNGHSNRDEHSSRGYRNHRSSRETRDYAPPSRGHAYRDYGHSRRDESYSRGYRNHRSSR.... Protein 2 (ENSG00000226941) has sequence MVEADHPGKLFIGGLNRETNEKMLKAVFGKHGPISEVLLIKDRTSKSRGFAFITFENPADAKNAAKDMNGTSLHGKAIKVEQAKKPSFQSGGRRRPPASSRNRSPSGSLRSARGSSGGTRGWLPSHEGHLDDGGYTPDLKMSYSRGLIPVKRGPSSRSGGPPPKKSAPSAVARSNSWMGSQGPMSQRRENYGVPPRRATISSWRNDRMSTRHDGYATNDGNHPSCQETRDYAPPSRGYAYRDNGHSNRDEHSSRGYRNHRSSRETRDYAPPSRGHAYRDYGHSRRDESYSRGYRNHRSSR.... Result: 1 (the proteins interact). (2) Protein 1 (ENSG00000138162) has sequence MGGSQSLQPAPASDLNLEASEAMSSDSEEAFETPESTTPVKAPPAPPPPPPEVIPEPEVSTQPPPEEPGCGSETVPVPDGPRSDSVEGSPFRPPSHSFSAVFDEDKPIASSGTYNLDFDNIELVDTFQTLEPRASDAKNQEGKVNTRRKSTDSVPISKSTLSRSLSLQASDFDGASSSGNPEAVALAPDAYSTGSSSASSTLKRTKKPRPPSLKKKQTTKKPTETPPVKETQQEPDEESLVPSGENLASETKTESAKTEGPSPALLEETPLEPAVGPKAACPLDSESAEGVVPPASGGGR.... Result: 0 (the proteins do not interact). Protein 2 (ENSG00000161618) has sequence MAATRAGPRAREIFTSLEYGPVPESHACALAWLDTQDRCLGHYVNGKWLKPEHRNSVPCQDPITGENLASCLQAQAEDVAAAVEAARMAFKGWSAHPGVVRAQHLTRLAEVIQKHQRLLWTLESLVTGRAVREVRDGDVQLAQQLLHYHAIQASTQEEALAGWEPMGVIGLILPPTFSFLEMMWRICPALAVGCTVVALVPPASPAPLLLAQLAGELGPFPGILNVLSGPASLVPILASQPGIRKVAFCGAPEEGRALRRSLAGECAELGLALGTESLLLLTDTADVDSAVEGVVDAAWS.... (3) Protein 1 (ENSG00000063587) has sequence MMSHPCVSLLGVPVLNPALVPHLAQGQVLLVSDPSPNTDPAKYSESTSATRHQMKGEDAQPQEMASTSFPRASGPSPEFRQHGDSDGKRGSPQNLPIEHHFACKECGDTFRLKVLLVQHQRVHSEEKGWECGDCGKVFRGVAEFNEHRKSHVAAEPQPGPSRALENAAEKREQMEREAKPFECEECGKRFKKNAGLSQHLRVHSREKPFDCEECGRSFKVNTHLFRHQKLHTSEKPFACKACSRDFLDRQELLKHQRMHTGHLPFDCDDCGKSFRGVNGLAEHQRIHSGAKPYGCPHCGK.... Protein 2 (ENSG00000131914) has sequence MGSVSNQQFAGGCAKAAEEAPEEAPEDAARAADEPQLLHGAGICKWFNVRMGFGFLSMTARAGVALDPPVDVFVHQSKLHMEGFRSLKEGEAVEFTFKKSAKGLESIRVTGPGGVFCIGSERRPKGKSMQKRRSKGDRCYNCGGLDHHAKECKLPPQPKKCHFCQSISHMVASCPLKAQQGPSAQGKPTYFREEEEEIHSPTLLPEAQN*. Result: 1 (the proteins interact). (4) Result: 0 (the proteins do not interact). Protein 2 (ENSG00000079435) has sequence MEPGSKSVSRSDWQPEPHQRPITPLEPGPEKTPIAQPESKTLQGSNTQQKPASNQRPLTQQETPAQHDAESQKEPRAQQKSASQEEFLAPQKPAPQQSPYIQRVLLTQQEAASQQGPGLGKESITQQEPALRQRHVAQPGPGPGEPPPAQQEAESTPAAQAKPGAKREPSAPTESTSQETPEQSDKQTTPVQGAKSKQGSLTELGFLTKLQELSIQRSALEWKALSEWVTDSESESDVGSSSDTDSPATMGGMVAQGVKLGFKGKSGYKVMSGYSGTSPHEKTSARNHRHYQDTASRLIH.... Protein 1 (ENSG00000160695) has sequence XEMAINLAKSQHLDSDGLAQIFMQYGDHLYSKGNHDGAVQQYIRSASDSCVHELEKYTDSDAIGCTCLPRTIGKLEPSYVIRKFLDAQRIHNLTAYLQTLHRQSLANADHTTLLLNCYTKLKDSSKLEEFIKKKSESEVHFDVETAIKVLRQAGYYSHALYLAENHAHHEWYLKIQLEDIKMKRYGKILMHHIPEQTTQLLKGLCTDYRPSLEGRSDREAPGCRANSEEFIPIFANNPRELKAFLEHMSEVQPDSPQGIYDTLLELRLQNWAHEKDPQVKEKLHAEAISLLKSGRFCDVF....